This data is from Full USPTO retrosynthesis dataset with 1.9M reactions from patents (1976-2016). The task is: Predict the reactants needed to synthesize the given product. Given the product [F:18][C:16]1[CH:17]=[C:12]([CH:13]=[CH:14][C:15]=1[N:19]1[CH2:24][CH2:23][O:22][CH2:21][CH2:20]1)[NH2:8], predict the reactants needed to synthesize it. The reactants are: CC(NC[C@@H]1OC(=O)[N:8]([C:12]2[CH:13]=[CH:14][C:15]([N:19]3[CH2:24][CH2:23][O:22][CH2:21][CH2:20]3)=[C:16]([F:18])[CH:17]=2)C1)=O.FC1C=C([N+]([O-])=O)C=CC=1N1CCOCC1.C([O-])=O.[NH4+].CC(C)=O.